From a dataset of Reaction yield outcomes from USPTO patents with 853,638 reactions. Predict the reaction yield, written as a fraction of the theoretical maximum amount of product (1.0 means a 100% yield; for example, 0.34 means a 34% yield). (1) The reactants are [CH2:1]([N:3]1[CH:7]=[C:6]([CH3:8])[C:5]([C:9]([O:11]CC)=[O:10])=[N:4]1)[CH3:2].[OH-].[Na+].C(O)C.Cl. The catalyst is O. The product is [CH2:1]([N:3]1[CH:7]=[C:6]([CH3:8])[C:5]([C:9]([OH:11])=[O:10])=[N:4]1)[CH3:2]. The yield is 0.710. (2) The reactants are O[CH2:2][CH2:3][O:4][CH2:5][C:6]1[CH:11]=[CH:10][C:9]([C:12]2[CH:17]=[CH:16][C:15]([CH2:18][N:19]3[CH2:23][C:22]4([CH2:28][CH2:27][CH2:26][CH2:25][CH2:24]4)[O:21][C:20]3=[O:29])=[CH:14][CH:13]=2)=[CH:8][CH:7]=1.[CH2:30]([N:32](CC)[CH2:33]C)C.CS(Cl)(=O)=O.CNC. The catalyst is C(Cl)Cl. The product is [CH3:30][N:32]([CH3:33])[CH2:2][CH2:3][O:4][CH2:5][C:6]1[CH:11]=[CH:10][C:9]([C:12]2[CH:17]=[CH:16][C:15]([CH2:18][N:19]3[CH2:23][C:22]4([CH2:28][CH2:27][CH2:26][CH2:25][CH2:24]4)[O:21][C:20]3=[O:29])=[CH:14][CH:13]=2)=[CH:8][CH:7]=1. The yield is 0.820. (3) The yield is 0.320. The reactants are Br[CH:2]([C:7]1[CH:12]=[C:11]([Cl:13])[CH:10]=[C:9]([Cl:14])[CH:8]=1)[C:3]([F:6])([F:5])[F:4].[CH:15]([C:17]1[CH:22]=[CH:21][C:20]([N:23]2[CH:27]=[N:26][CH:25]=[N:24]2)=[CH:19][CH:18]=1)=[CH2:16].N1C=CC=CC=1C1C=CC=CN=1. The product is [Cl:14][C:9]1[CH:8]=[C:7]([CH:2]([C:3]([F:6])([F:5])[F:4])/[CH:16]=[CH:15]/[C:17]2[CH:18]=[CH:19][C:20]([N:23]3[CH:27]=[N:26][CH:25]=[N:24]3)=[CH:21][CH:22]=2)[CH:12]=[C:11]([Cl:13])[CH:10]=1. The catalyst is ClC1C=CC=CC=1Cl.Cl[Cu]. (4) The reactants are [Cl:1][C:2]1[CH:10]=[CH:9][C:5]([C:6]([OH:8])=[O:7])=[CH:4][C:3]=1[S:11](=[O:14])(=[O:13])[NH2:12].[CH2:15](O)[CH3:16]. No catalyst specified. The product is [CH2:15]([O:7][C:6](=[O:8])[C:5]1[CH:9]=[CH:10][C:2]([Cl:1])=[C:3]([S:11](=[O:13])(=[O:14])[NH2:12])[CH:4]=1)[CH3:16].[Cl:1][C:2]1[CH:10]=[CH:9][C:5]([CH:6]=[O:7])=[CH:4][C:3]=1[S:11]([NH2:12])(=[O:14])=[O:13]. The yield is 0.990. (5) The product is [C:1]([O:5][C:6]([CH:7]1[CH:25]([C:21]2[CH:22]=[CH:23][CH:24]=[C:19]([Cl:18])[C:20]=2[F:37])[C:26]([C:29]2[CH:30]=[CH:31][C:46]([Cl:47])=[C:33]([CH3:32])[CH:34]=2)([C:27]#[N:28])[CH:9]([CH2:10][C:11]([CH3:14])([CH3:13])[CH3:12])[NH:8]1)=[O:17])([CH3:4])([CH3:3])[CH3:2]. The yield is 0.800. No catalyst specified. The reactants are [C:1]([O:5][C:6](=[O:17])[CH2:7]/[N:8]=[CH:9]/[CH2:10][C:11]([CH:14]1CC1)([CH3:13])[CH3:12])([CH3:4])([CH3:3])[CH3:2].[Cl:18][C:19]1[C:20]([F:37])=[C:21](/[CH:25]=[C:26](/[C:29]2[CH:34]=[CH:33][C:32](Cl)=[C:31](C)[CH:30]=2)\[C:27]#[N:28])[CH:22]=[CH:23][CH:24]=1.C(N(CC)CC)C.Cl[CH2:46][Cl:47].